Regression. Given a target protein amino acid sequence and a drug SMILES string, predict the binding affinity score between them. We predict pIC50 (pIC50 = -log10(IC50 in M); higher means more potent). Dataset: bindingdb_ic50. From a dataset of Drug-target binding data from BindingDB using IC50 measurements. (1) The drug is C=CC(=O)NC[C@H](NC(=O)[C@@H](NC(=O)c1cnccn1)C1CCCCC1)C(=O)N1C[C@@H]2CCC[C@@H]2[C@H]1C(=O)N[C@@H](CCC)C(=O)C(=O)NC1CC1. The target protein sequence is APITAYAQQTRGLLGCIITSLTGRDKNQVEGEVQIVSTAAQTFLATCINGVCWTVYHGAGTRTIASPKGPVIQMYTNVDQDLVGWPAPQGARSLTPCTCGSSDLYLVTRHADVIPVRRRGDSRGSLLSPRPISYLKGSSGGPLLCPAGHAVGLFRAAVCTRGVAKAVAFIPVENLETTMRS. The pIC50 is 5.9. (2) The drug is CCc1nc(C(N)=O)c(Nc2ccc(N3CCN(C)CC3)c(C)c2)nc1N[C@H]1CC[C@@](C)(O)CC1. The target protein sequence is MDGFAGSLDDSISAASTSDVQDRLSALESRVQQQEDEITVLKAALADVLRRLAISEDHVASVKKSVSSKGQPSPRAVIPMSCITNGSGANRKPSHTSAVSIAGKETLSSAAKSGTEKKKEKPQGQREKKEESHSNDQSPQIRASPSPQPSSQPLQIHRQTPESKNATPTKSIKRPSPAEKSHNSWENSDDSRNKLSKIPSTPKLIPKVTKTADKHKDVIINQAKMSTREKNSQVYRRKHQELQAMQMELQSPEYKLSKLRTSTIMTDYNPNYCFAGKTSSISDLKEVPRKNITLIRGLGHGAFGEVYEGQVSGMPNDPSPLQVAVKTLPEVCSEQDELDFLMEALIISKFNHQNIVRCIGVSLQSLPRFILLELMAGGDLKSFLRETRPRPSQPSSLAMLDLLHVARDIACGCQYLEENHFIHRDIAARNCLLTCPGPGRVAKIGDFGMARDIYRASYYRKGGCAMLPVKWMPPEAFMEGIFTSKTDTWSFGVLLWEIFS.... The pIC50 is 9.5. (3) The compound is CO[C@H]1CC[C@H](Cc2ccccc2)N(C(=O)n2ncc(C(O)(c3ccc(F)cc3)c3ccc(F)cc3)n2)C1. The target protein (Q6WQJ1) has sequence MPGIVVFRRRWSVGSDDLVLPAIFLFLLHTTWFVILSVVLFGLVYNPHEACSLNLVDHGRGYLGILLSCMIAEMAIIWLSMRGGILYTEPRDSMQYVLYVRLAILVIEFIYAIVGIVWLTQYYTSCNDLTAKNVTLGMVVCNWVVILSVCITVLCVFDPTGRTFVKLRATKRRQRNLRTYNLRHRLEEGQATSWSRRLKVFLCCTRTKDSQSDAYSEIAYLFAEFFRDLDIVPSDIIAGLVLLRQRQRAKRNAVLDEANNDILAFLSGMPVTRNTKYLDLKNSHEMLRYKEVCYYMLFALAAYGWPMYLMRKPTCGLCQLARSCSCCLCPARPRFAPGVTIEEDNCCGCNAIAIRRHFLDENMTAVDIVYTSCHDAVYETPFYVAVDHDKKKVVISIRGTLSPKDALTDLTGDAERLPVEGHRGTWLGHKGMVLSAEYIKKKLEQEMVLSQAFGRDLGRGTKHYGLIVVGHSLGAGTAAILSFLLRPQYPTLKCFAYSPP.... The pIC50 is 7.1. (4) The small molecule is Cn1cc(-c2cc(OCC(C)(C)O)cc3c2-c2ccccc2[C@]3(O)C(F)(F)F)cn1. The target protein (Q15119) has sequence MRWVWALLKNASLAGAPKYIEHFSKFSPSPLSMKQFLDFGSSNACEKTSFTFLRQELPVRLANIMKEINLLPDRVLSTPSVQLVQSWYVQSLLDIMEFLDKDPEDHRTLSQFTDALVTIRNRHNDVVPTMAQGVLEYKDTYGDDPVSNQNIQYFLDRFYLSRISIRMLINQHTLIFDGSTNPAHPKHIGSIDPNCNVSEVVKDAYDMAKLLCDKYYMASPDLEIQEINAANSKQPIHMVYVPSHLYHMLFELFKNAMRATVESHESSLILPPIKVMVALGEEDLSIKMSDRGGGVPLRKIERLFSYMYSTAPTPQPGTGGTPLAGFGYGLPISRLYAKYFQGDLQLFSMEGFGTDAVIYLKALSTDSVERLPVYNKSAWRHYQTIQEAGDWCVPSTEPKNTSTYRVS. The pIC50 is 8.1. (5) The small molecule is Cc1cc2nc3c(=O)[nH]c(=O)nc-3n(C)c2cc1C=O. The target protein (P01138) has sequence MSMLFYTLITAFLIGIQAEPHSESNVPAGHTIPQAHWTKLQHSLDTALRRARSAPAAAIAARVAGQTRNITVDPRLFKKRRLRSPRVLFSTQPPREAADTQDLDFEVGGAAPFNRTHRSKRSSSHPIFHRGEFSVCDSVSVWVGDKTTATDIKGKEVMVLGEVNINNSVFKQYFFETKCRDPNPVDSGCRGIDSKHWNSYCTTTHTFVKALTMDGKQAAWRFIRIDTACVCVLSRKAVRRA. The pIC50 is 6.0. (6) The target protein (P04625) has sequence MEQKPSTLDPLSEPEDTRWLDGKRKRKSSQCLVKSSMSGYIPSYLDKDEQCVVCGDKATGYHYRCITCEGCKGFFRRTIQKNLHPTYSCKYDGCCVIDKITRNQCQLCRFKKCISVGMAMDLVLDDSKRVAKRKLIEENRERRRKEEMIKSLQHRPSPSAEEWELIHVVTEAHRSTNAQGSHWKQKRKFLPEDIGQSPMASMPDGDKVDLEAFSEFTKIITPAITRVVDFAKKLPMFSELPCEDQIILLKGCCMEIMSLRAAVRYDPESETLTLSGEMAVKREQLKNGGLGVVSDAIFDLGKSLSAFNLDDTEVALLQAVLLMSSDRTGLICVDKIEKCQETYLLAFEHYINYRKHNIPHFWPKLLMKVTDLRMIGACHASRFLHMKVECPTELFPPLFLEVFEDQEV. The small molecule is CCCCc1oc2ccccc2c1C(=O)c1ccc(OCCN(CC)CC)c(I)c1. The pIC50 is 3.7.